Dataset: Catalyst prediction with 721,799 reactions and 888 catalyst types from USPTO. Task: Predict which catalyst facilitates the given reaction. (1) Reactant: Br[C:2]1[C:7]2[NH:8][C:9](=[O:30])[N:10]([C:12]3[CH:21]=[C:20]4[C:15]([CH2:16][CH2:17][CH:18]([C:22]5[C:27]([F:28])=[CH:26][CH:25]=[CH:24][N:23]=5)[O:19]4)=[CH:14][C:13]=3[Cl:29])[CH2:11][C:6]=2[C:5]([Cl:31])=[CH:4][N:3]=1.[CH3:32][N:33]1[CH:37]=[C:36](B2OC(C)(C)C(C)(C)O2)[CH:35]=[N:34]1.C(=O)([O-])[O-].[Na+].[Na+].O. Product: [Cl:31][C:5]1[C:6]2[CH2:11][N:10]([C:12]3[CH:21]=[C:20]4[C:15]([CH2:16][CH2:17][CH:18]([C:22]5[C:27]([F:28])=[CH:26][CH:25]=[CH:24][N:23]=5)[O:19]4)=[CH:14][C:13]=3[Cl:29])[C:9](=[O:30])[NH:8][C:7]=2[C:2]([C:36]2[CH:35]=[N:34][N:33]([CH3:32])[CH:37]=2)=[N:3][CH:4]=1. The catalyst class is: 128. (2) Reactant: [CH2:1]([N:3]1[CH2:8][C:7]([CH3:10])([CH3:9])[O:6][C:5](=[O:11])[CH:4]1[CH2:12][C:13]([OH:15])=O)[CH3:2].C(N(C(C)C)CC)(C)C.CN(C(ON1N=NC2C=CC=NC1=2)=[N+](C)C)C.F[P-](F)(F)(F)(F)F.[CH3:49][C:50]1[CH:57]=[CH:56][CH:55]=[CH:54][C:51]=1[CH2:52][NH2:53]. Product: [CH2:1]([N:3]1[CH2:8][C:7]([CH3:9])([CH3:10])[O:6][C:5](=[O:11])[CH:4]1[CH2:12][C:13]([NH:53][CH2:52][C:51]1[CH:54]=[CH:55][CH:56]=[CH:57][C:50]=1[CH3:49])=[O:15])[CH3:2]. The catalyst class is: 3. (3) Reactant: [NH2:1][C:2]1[CH:7]=[CH:6][C:5]([NH:8][CH:9]2[CH2:14][CH2:13][N:12]([CH:15](O)[CH3:16])[CH2:11][CH2:10]2)=[CH:4][CH:3]=1.Cl[C:19]1[N:28]=[CH:27][C:26]2[C:21](=[C:22]([C:29]3[CH:30]=[C:31]([NH:35][C:36](=[O:39])[CH:37]=[CH2:38])[CH:32]=[CH:33][CH:34]=3)[CH:23]=[CH:24][CH:25]=2)[N:20]=1.C(O)(C(F)(F)F)=[O:41]. Product: [OH:41][CH2:16][CH2:15][N:12]1[CH2:13][CH2:14][CH:9]([NH:8][C:5]2[CH:6]=[CH:7][C:2]([NH:1][C:19]3[N:28]=[CH:27][C:26]4[C:21](=[C:22]([C:29]5[CH:30]=[C:31]([NH:35][C:36](=[O:39])[CH:37]=[CH2:38])[CH:32]=[CH:33][CH:34]=5)[CH:23]=[CH:24][CH:25]=4)[N:20]=3)=[CH:3][CH:4]=2)[CH2:10][CH2:11]1. The catalyst class is: 114. (4) Reactant: [CH2:1]1[C@H:5]([N:6]2[C:10]3[N:11]=[CH:12][N:13]=[C:14]([NH2:15])[C:9]=3[N:8]=[CH:7]2)[O:4][C@H:3]([CH2:16][OH:17])[C@H:2]1[OH:18]. Product: [CH2:1]1[C@@H:5]([N:6]2[C:10]3[N:11]=[CH:12][N:13]=[C:14]([NH2:15])[C:9]=3[N:8]=[CH:7]2)[O:4][C@@H:3]([CH2:16][OH:17])[C@@H:2]1[OH:18]. The catalyst class is: 6. (5) Reactant: Br[C:2]1[C:7]([N+:8]([O-:10])=[O:9])=[CH:6][CH:5]=[CH:4][C:3]=1[OH:11].[CH2:12]([O:19][C:20]1[CH:25]=[CH:24][C:23](B(O)O)=[CH:22][CH:21]=1)[C:13]1[CH:18]=[CH:17][CH:16]=[CH:15][CH:14]=1.C([O-])([O-])=O.[Na+].[Na+]. Product: [CH2:12]([O:19][C:20]1[CH:25]=[CH:24][C:23]([C:2]2[C:3]([OH:11])=[CH:4][CH:5]=[CH:6][C:7]=2[N+:8]([O-:10])=[O:9])=[CH:22][CH:21]=1)[C:13]1[CH:18]=[CH:17][CH:16]=[CH:15][CH:14]=1. The catalyst class is: 12. (6) Reactant: [CH3:1][C:2]1([CH3:13])[O:6][B:5]([OH:7])[C:4]2[CH:8]=[CH:9][C:10]([CH3:12])=[CH:11][C:3]1=2.C(OOC(=O)C1C=CC=CC=1)(=O)C1C=CC=CC=1.C1C(=O)N([Br:39])C(=O)C1.O. Product: [Br:39][CH2:12][C:10]1[CH:9]=[CH:8][C:4]2[B:5]([OH:7])[O:6][C:2]([CH3:13])([CH3:1])[C:3]=2[CH:11]=1. The catalyst class is: 53. (7) Reactant: C[O:2][C:3]1[CH:17]=[CH:16][C:6]2[C:7]([CH:10]([NH:12][C:13](=[O:15])[CH3:14])[CH3:11])=[N:8][O:9][C:5]=2[CH:4]=1.C(Cl)Cl.B(Br)(Br)Br.C(Cl)Cl.C(OCC)(=O)C. Product: [OH:2][C:3]1[CH:17]=[CH:16][C:6]2[C:7]([CH:10]([NH:12][C:13](=[O:15])[CH3:14])[CH3:11])=[N:8][O:9][C:5]=2[CH:4]=1. The catalyst class is: 11. (8) Reactant: C1(P(C2C=CC=CC=2)C2C=CC=CC=2)C=CC=CC=1.[Br:20]Br.[N+:22]([C:25]1[CH:26]=[C:27](/[C:31](/[CH3:35])=[CH:32]/[CH2:33]O)[CH:28]=[CH:29][CH:30]=1)([O-:24])=[O:23]. Product: [Br:20][CH2:33]/[CH:32]=[C:31](/[C:27]1[CH:28]=[CH:29][CH:30]=[C:25]([N+:22]([O-:24])=[O:23])[CH:26]=1)\[CH3:35]. The catalyst class is: 10. (9) Reactant: [CH3:1][O:2][C:3]1[CH:4]=[C:5]([C:9]2[N:10]=[CH:11][O:12][CH:13]=2)[CH:6]=[CH:7][CH:8]=1.[Li]CCCC.[Cl:19]C(Cl)(Cl)C(Cl)(Cl)Cl. Product: [Cl:19][C:11]1[O:12][CH:13]=[C:9]([C:5]2[CH:6]=[CH:7][CH:8]=[C:3]([O:2][CH3:1])[CH:4]=2)[N:10]=1. The catalyst class is: 1. (10) Reactant: [CH2:1]([C:3]1([C:16]([OH:18])=O)[CH2:15][CH:6]2[CH2:7][N:8]([C:10](=[O:14])[N:11]([CH3:13])[CH3:12])[CH2:9][CH:5]2[CH2:4]1)[CH3:2].C(N(CC)CC)C.ClC(OCC)=O.[N-:32]=[N+:33]=[N-:34].[Na+]. Product: [CH2:1]([C:3]1([C:16]([N:32]=[N+:33]=[N-:34])=[O:18])[CH2:15][CH:6]2[CH2:7][N:8]([C:10](=[O:14])[N:11]([CH3:13])[CH3:12])[CH2:9][CH:5]2[CH2:4]1)[CH3:2]. The catalyst class is: 95.